This data is from NCI-60 drug combinations with 297,098 pairs across 59 cell lines. The task is: Regression. Given two drug SMILES strings and cell line genomic features, predict the synergy score measuring deviation from expected non-interaction effect. (1) Drug 1: CC1=C2C(C(=O)C3(C(CC4C(C3C(C(C2(C)C)(CC1OC(=O)C(C(C5=CC=CC=C5)NC(=O)OC(C)(C)C)O)O)OC(=O)C6=CC=CC=C6)(CO4)OC(=O)C)OC)C)OC. Drug 2: CC1=C(C=C(C=C1)NC(=O)C2=CC=C(C=C2)CN3CCN(CC3)C)NC4=NC=CC(=N4)C5=CN=CC=C5. Cell line: UACC-257. Synergy scores: CSS=23.3, Synergy_ZIP=-2.23, Synergy_Bliss=-1.06, Synergy_Loewe=-16.7, Synergy_HSA=-1.45. (2) Drug 1: CC1CCCC2(C(O2)CC(NC(=O)CC(C(C(=O)C(C1O)C)(C)C)O)C(=CC3=CSC(=N3)C)C)C. Drug 2: CC1C(C(CC(O1)OC2CC(CC3=C2C(=C4C(=C3O)C(=O)C5=CC=CC=C5C4=O)O)(C(=O)C)O)N)O. Cell line: NCI-H460. Synergy scores: CSS=39.6, Synergy_ZIP=-0.464, Synergy_Bliss=-3.07, Synergy_Loewe=-3.12, Synergy_HSA=-2.57.